From a dataset of CYP2D6 inhibition data for predicting drug metabolism from PubChem BioAssay. Regression/Classification. Given a drug SMILES string, predict its absorption, distribution, metabolism, or excretion properties. Task type varies by dataset: regression for continuous measurements (e.g., permeability, clearance, half-life) or binary classification for categorical outcomes (e.g., BBB penetration, CYP inhibition). Dataset: cyp2d6_veith. The molecule is COc1cc2c(cc1OC)[C@@]13CCN4C=C5CCO[C@H]6CC(=O)N2[C@@H]1[C@@H]6[C@H]5C[C@H]43. The result is 0 (non-inhibitor).